From a dataset of Full USPTO retrosynthesis dataset with 1.9M reactions from patents (1976-2016). Predict the reactants needed to synthesize the given product. (1) Given the product [CH:23]([NH:22][C:18]1[C:17]2[C:13]([C:9]3[CH:8]=[C:7]([CH:1]4[CH2:6][CH2:5][O:53][CH2:2]4)[N:12]=[CH:11][N:10]=3)=[N:14][NH:15][C:16]=2[CH:21]=[CH:20][N:19]=1)([CH3:25])[CH3:24], predict the reactants needed to synthesize it. The reactants are: [CH:1]1([C:7]2[N:12]=[CH:11][N:10]=[C:9]([C:13]3[C:17]4[C:18]([NH:22][CH:23]([CH3:25])[CH3:24])=[N:19][CH:20]=[CH:21][C:16]=4[NH:15][N:14]=3)[CH:8]=2)[CH2:6][CH2:5]CC[CH2:2]1.ClC1N=CN=C(C2C3C(NC(C)C)=NC=CC=3N(CC3C=CC([O:53]C)=CC=3)N=2)C=1.C1(B2OC(C)(C)C(C)(C)O2)CCCC=1. (2) The reactants are: C1(P(=O)(C2C=CC=CC=2)C2C=CC=CC=2)C=CC=CC=1.FC(F)(F)S(OS(C(F)(F)F)(=O)=O)(=O)=O.[CH3:36][O:37][CH2:38][C@H:39]([CH3:88])[O:40][C:41]1[CH:42]=[C:43]([C:58]2[NH:62][C:61]([C:63]([NH:65][CH2:66][CH2:67][S:68]C(C3C=CC=CC=3)(C3C=CC=CC=3)C3C=CC=CC=3)=O)=[CH:60][CH:59]=2)[CH:44]=[C:45]([O:47][C:48]2[CH:53]=[CH:52][C:51]([S:54]([CH3:57])(=[O:56])=[O:55])=[CH:50][CH:49]=2)[CH:46]=1. Given the product [CH3:36][O:37][CH2:38][C@H:39]([CH3:88])[O:40][C:41]1[CH:42]=[C:43]([C:58]2[NH:62][C:61]([C:63]3[S:68][CH2:67][CH2:66][N:65]=3)=[CH:60][CH:59]=2)[CH:44]=[C:45]([O:47][C:48]2[CH:53]=[CH:52][C:51]([S:54]([CH3:57])(=[O:56])=[O:55])=[CH:50][CH:49]=2)[CH:46]=1, predict the reactants needed to synthesize it. (3) Given the product [Br:1][C:2]1[CH:3]=[C:4]([Cl:9])[C:5](=[O:8])[N:6]([CH3:12])[CH:7]=1, predict the reactants needed to synthesize it. The reactants are: [Br:1][C:2]1[CH:3]=[C:4]([Cl:9])[C:5](=[O:8])[NH:6][CH:7]=1.CI.[C:12](=O)([O-])[O-].[Cs+].[Cs+].